The task is: Predict the reaction yield, written as a fraction of the theoretical maximum amount of product (1.0 means a 100% yield; for example, 0.34 means a 34% yield).. This data is from Reaction yield outcomes from USPTO patents with 853,638 reactions. (1) The reactants are I[CH2:2][CH2:3][C:4]1[CH:9]=[CH:8][C:7]([CH2:10][O:11][C:12]2[CH:17]=[CH:16][CH:15]=[CH:14][CH:13]=2)=[CH:6][CH:5]=1.[CH3:18][S:19]([CH:22]([CH3:28])[C:23]([O:25][CH2:26][CH3:27])=[O:24])(=[O:21])=[O:20]. No catalyst specified. The product is [CH3:28][C:22]([S:19]([CH3:18])(=[O:20])=[O:21])([CH2:2][CH2:3][C:4]1[CH:9]=[CH:8][C:7]([CH2:10][O:11][C:12]2[CH:17]=[CH:16][CH:15]=[CH:14][CH:13]=2)=[CH:6][CH:5]=1)[C:23]([O:25][CH2:26][CH3:27])=[O:24]. The yield is 1.06. (2) The reactants are [OH-].[K+].Cl[C:4]1[CH:12]=[CH:11][C:7]([C:8]([OH:10])=[O:9])=[CH:6][N:5]=1.[F:13][CH:14]([F:17])[CH2:15][OH:16].Cl. The catalyst is CS(C)=O.O. The product is [F:13][CH:14]([F:17])[CH2:15][O:16][C:4]1[N:5]=[CH:6][C:7]([C:8]([OH:10])=[O:9])=[CH:11][CH:12]=1. The yield is 0.960.